This data is from Merck oncology drug combination screen with 23,052 pairs across 39 cell lines. The task is: Regression. Given two drug SMILES strings and cell line genomic features, predict the synergy score measuring deviation from expected non-interaction effect. Cell line: A427. Synergy scores: synergy=9.66. Drug 2: CCc1cnn2c(NCc3ccc[n+]([O-])c3)cc(N3CCCCC3CCO)nc12. Drug 1: N#Cc1ccc(Cn2cncc2CN2CCN(c3cccc(Cl)c3)C(=O)C2)cc1.